Dataset: Full USPTO retrosynthesis dataset with 1.9M reactions from patents (1976-2016). Task: Predict the reactants needed to synthesize the given product. (1) Given the product [CH3:19][N:20]([CH3:22])/[CH:21]=[C:8](/[C:7]([C:6]1[S:5][C:4]([S:15][CH3:16])=[N:3][C:2]=1/[N:1]=[CH:19]/[N:20]([CH3:22])[CH3:21])=[O:14])\[C:9]([O:11][CH2:12][CH3:13])=[O:10], predict the reactants needed to synthesize it. The reactants are: [NH2:1][C:2]1[N:3]=[C:4]([S:15][CH3:16])[S:5][C:6]=1[C:7](=[O:14])[CH2:8][C:9]([O:11][CH2:12][CH3:13])=[O:10].CO[CH:19](OC)[N:20]([CH3:22])[CH3:21]. (2) Given the product [CH3:7][N:8]=[C:9]([N:11]1[C@@H:16]([C:17]2[CH:21]=[C:20]([C:22]3[CH:27]=[CH:26][CH:25]=[C:24]([CH3:28])[CH:23]=3)[O:19][N:18]=2)[CH2:15][C@@H:14]2[C@H:12]1[CH2:13]2)[S:10][CH3:1], predict the reactants needed to synthesize it. The reactants are: [CH3:1]C(C)([O-])C.[Na+].[CH3:7][NH:8][C:9]([N:11]1[C@@H:16]([C:17]2[CH:21]=[C:20]([C:22]3[CH:27]=[CH:26][CH:25]=[C:24]([CH3:28])[CH:23]=3)[O:19][N:18]=2)[CH2:15][C@@H:14]2[C@H:12]1[CH2:13]2)=[S:10].IC. (3) Given the product [C:12]([N:1]1[CH2:6][CH2:5][CH2:4][CH:3]([C:7]([O:9][CH2:10][CH3:11])=[O:8])[CH2:2]1)(=[O:19])[C:13]1[CH:18]=[CH:17][CH:16]=[CH:15][CH:14]=1, predict the reactants needed to synthesize it. The reactants are: [NH:1]1[CH2:6][CH2:5][CH2:4][CH:3]([C:7]([O:9][CH2:10][CH3:11])=[O:8])[CH2:2]1.[C:12](Cl)(=[O:19])[C:13]1[CH:18]=[CH:17][CH:16]=[CH:15][CH:14]=1. (4) Given the product [N:13]1([C:20]([O:22][C:23]([CH3:26])([CH3:25])[CH3:24])=[O:21])[C@H:12]([C:10]([O:9][CH2:2][C:3]2[CH:4]=[CH:5][CH:6]=[CH:7][CH:8]=2)=[O:11])[CH2:19][C@@H:18]2[CH2:17][CH2:16][CH2:15][C@H:14]12, predict the reactants needed to synthesize it. The reactants are: Cl.[CH2:2]([O:9][C:10]([C@@H:12]1[CH2:19][C@H:18]2[C@H:14]([CH2:15][CH2:16][CH2:17]2)[NH:13]1)=[O:11])[C:3]1[CH:8]=[CH:7][CH:6]=[CH:5][CH:4]=1.[C:20](O[C:20]([O:22][C:23]([CH3:26])([CH3:25])[CH3:24])=[O:21])([O:22][C:23]([CH3:26])([CH3:25])[CH3:24])=[O:21].CCN(C(C)C)C(C)C. (5) Given the product [NH2:8][C:9]1[CH2:10][C:11]([C:31](=[O:47])[N:32]([CH2:36][CH2:37][CH2:38][OH:39])[CH2:33][CH2:34][CH3:35])=[CH:12][C:13]2[CH:19]=[CH:18][C:17]([C:20]3[CH:30]=[CH:29][C:23]([C:24]([O:26][CH2:27][CH3:28])=[O:25])=[CH:22][CH:21]=3)=[CH:16][C:14]=2[N:15]=1, predict the reactants needed to synthesize it. The reactants are: C(OC([NH:8][C:9]1[CH2:10][C:11]([C:31](=[O:47])[N:32]([CH2:36][CH2:37][CH2:38][O:39][Si](C(C)(C)C)(C)C)[CH2:33][CH2:34][CH3:35])=[CH:12][C:13]2[CH:19]=[CH:18][C:17]([C:20]3[CH:30]=[CH:29][C:23]([C:24]([O:26][CH2:27][CH3:28])=[O:25])=[CH:22][CH:21]=3)=[CH:16][C:14]=2[N:15]=1)=O)(C)(C)C. (6) Given the product [C:16]1([CH2:22][CH2:23][CH2:24][S:15][C:13]2[O:14][C:10]([C:7]3[CH:8]=[CH:9][C:4]4[NH:3][CH:2]=[N:1][C:5]=4[CH:6]=3)=[N:11][N:12]=2)[CH:21]=[CH:20][CH:19]=[CH:18][CH:17]=1, predict the reactants needed to synthesize it. The reactants are: [NH:1]1[C:5]2[CH:6]=[C:7]([C:10]3[O:14][C:13]([SH:15])=[N:12][N:11]=3)[CH:8]=[CH:9][C:4]=2[N:3]=[CH:2]1.[C:16]1([CH2:22][CH2:23][CH2:24]Br)[CH:21]=[CH:20][CH:19]=[CH:18][CH:17]=1. (7) Given the product [C:28]1([C:6]2[CH:7]=[C:8]3[C:12](=[C:4]([C:2]([NH2:1])=[O:3])[CH:5]=2)[NH:11][CH:10]=[C:9]3[CH2:13][CH2:14][CH:15]2[CH2:20][CH2:19][NH:18][CH2:17][CH2:16]2)[CH:33]=[CH:32][CH:31]=[CH:30][CH:29]=1, predict the reactants needed to synthesize it. The reactants are: [NH2:1][C:2]([C:4]1[CH:5]=[C:6]([C:28]2[CH:33]=[CH:32][CH:31]=[CH:30][CH:29]=2)[CH:7]=[C:8]2[C:12]=1[NH:11][CH:10]=[C:9]2[CH2:13][CH2:14][CH:15]1[CH2:20][CH2:19][N:18](C(OC(C)(C)C)=O)[CH2:17][CH2:16]1)=[O:3].Cl. (8) The reactants are: [CH2:1]([N:3]([CH2:18][CH3:19])[C:4]1[CH:17]=[CH:16][C:7]2[CH:8]=[C:9]([C:13]([OH:15])=[O:14])[C:10](=[O:12])[O:11][C:6]=2[CH:5]=1)[CH3:2].[CH2:20](O)[CH2:21][OH:22]. Given the product [OH:22][CH2:21][CH2:20][O:14][C:13]([C:9]1[C:10](=[O:12])[O:11][C:6]2[C:7]([CH:8]=1)=[CH:16][CH:17]=[C:4]([N:3]([CH2:1][CH3:2])[CH2:18][CH3:19])[CH:5]=2)=[O:15], predict the reactants needed to synthesize it.